Dataset: Full USPTO retrosynthesis dataset with 1.9M reactions from patents (1976-2016). Task: Predict the reactants needed to synthesize the given product. (1) Given the product [CH3:22][N:21]([CH3:23])[C:18]1[N:17]=[C:16]2[N:12]([CH:9]3[CH2:10][CH2:11][NH:6][CH2:7][CH2:8]3)[C:13](=[O:25])[N:14]([CH3:24])[C:15]2=[CH:20][CH:19]=1, predict the reactants needed to synthesize it. The reactants are: C(OC([N:6]1[CH2:11][CH2:10][CH:9]([N:12]2[C:16]3=[N:17][C:18]([N:21]([CH3:23])[CH3:22])=[CH:19][CH:20]=[C:15]3[N:14]([CH3:24])[C:13]2=[O:25])[CH2:8][CH2:7]1)=O)C. (2) The reactants are: Cl.[CH:2]1[C:10]2[C:9]3[CH:11]=[CH:12][CH:13]=[CH:14][C:8]=3[S:7][C:6]=2[C:5]([CH:15]([N:19]2[CH2:24][CH2:23][N:22]([CH3:25])[CH2:21][CH2:20]2)[C:16]([OH:18])=[O:17])=[CH:4][CH:3]=1.[Cl:26][C:27]1[CH:28]=[C:29]([NH:34][NH2:35])[CH:30]=[C:31]([Cl:33])[CH:32]=1. Given the product [CH:16]([OH:18])=[O:17].[CH:6]1[C:10]2[C:9]3[CH:11]=[CH:12][CH:13]=[CH:14][C:8]=3[S:7][C:2]=2[CH:3]=[CH:4][C:5]=1[CH:15]([N:19]1[CH2:20][CH2:21][N:22]([CH3:25])[CH2:23][CH2:24]1)[C:16]([NH:35][NH:34][C:29]1[CH:28]=[C:27]([Cl:26])[CH:32]=[C:31]([Cl:33])[CH:30]=1)=[O:17], predict the reactants needed to synthesize it. (3) Given the product [C:1]([CH:3]1[CH2:6][N:5]([C:7](=[O:40])[C@H:8]([NH:10][C:11]([C:13]2[C:21]3[C:16](=[N:17][CH:18]=[C:19]([C:22]4[N:23]=[CH:24][N:25]5[CH:30]=[C:29]([CH3:31])[CH:28]=[CH:27][C:26]=45)[N:20]=3)[NH:15][CH:14]=2)=[O:12])[CH3:9])[CH2:4]1)#[N:2], predict the reactants needed to synthesize it. The reactants are: [C:1]([CH:3]1[CH2:6][N:5]([C:7](=[O:40])[C@H:8]([NH:10][C:11]([C:13]2[C:21]3[C:16](=[N:17][CH:18]=[C:19]([C:22]4[N:23]=[CH:24][N:25]5[CH:30]=[C:29]([CH3:31])[CH:28]=[CH:27][C:26]=45)[N:20]=3)[N:15](COCC[Si](C)(C)C)[CH:14]=2)=[O:12])[CH3:9])[CH2:4]1)#[N:2].FC(F)(F)C(O)=O.C(N)CN. (4) Given the product [Br:19][C:8]1[N:6]2[CH:7]=[C:2]([I:1])[CH:3]=[C:4]([C:15]([F:17])([F:18])[F:16])[C:5]2=[N:10][C:9]=1[C:11]([O:13][CH3:14])=[O:12], predict the reactants needed to synthesize it. The reactants are: [I:1][C:2]1[CH:3]=[C:4]([C:15]([F:18])([F:17])[F:16])[C:5]2[N:6]([CH:8]=[C:9]([C:11]([O:13][CH3:14])=[O:12])[N:10]=2)[CH:7]=1.[Br:19]N1C(=O)CCC1=O. (5) The reactants are: [C:1]1([CH3:17])[CH:6]=[CH:5][CH:4]=[C:3]([NH:7][C:8]2[C:12]3[CH2:13][NH:14][CH2:15][CH2:16][C:11]=3[NH:10][N:9]=2)[CH:2]=1.[CH3:18][C:19](OC(C)=O)=[O:20]. Given the product [C:1]1([CH3:17])[CH:6]=[CH:5][CH:4]=[C:3]([NH:7][C:8]2[C:12]3[CH2:13][N:14]([C:19](=[O:20])[CH3:18])[CH2:15][CH2:16][C:11]=3[NH:10][N:9]=2)[CH:2]=1, predict the reactants needed to synthesize it. (6) Given the product [CH2:25]([O:26][C:16]1[CH:15]=[C:14]2[C:19]([C:10]([NH:9][C:5]3[CH:6]=[CH:7][CH:8]=[C:3]([C:1]#[CH:2])[CH:4]=3)=[N:11][CH:12]=[N:13]2)=[CH:18][C:17]=1[N+:20]([O-:22])=[O:21])[CH3:24], predict the reactants needed to synthesize it. The reactants are: [C:1]([C:3]1[CH:4]=[C:5]([NH:9][C:10]2[C:19]3[C:14](=[CH:15][C:16](F)=[C:17]([N+:20]([O-:22])=[O:21])[CH:18]=3)[N:13]=[CH:12][N:11]=2)[CH:6]=[CH:7][CH:8]=1)#[CH:2].[CH3:24][CH2:25][O-:26].[Na+].O.Cl. (7) Given the product [Br:1][C:2]1[CH:3]=[C:4]2[C:9](=[CH:10][C:11]=1[OH:12])[O:8][C:7]([CH3:15])([CH3:14])[CH:6]=[C:5]2[C:16]1[CH:21]=[CH:20][CH:19]=[CH:18][CH:17]=1, predict the reactants needed to synthesize it. The reactants are: [Br:1][C:2]1[CH:3]=[C:4]2[C:9](=[CH:10][C:11]=1[O:12]C)[O:8][C:7]([CH3:15])([CH3:14])[CH:6]=[C:5]2[C:16]1[CH:21]=[CH:20][CH:19]=[CH:18][CH:17]=1.B(Br)(Br)Br. (8) Given the product [CH:1]1[C:2]([CH2:10][C@@H:11]([NH2:28])[CH2:12][C:13]([N:15]2[CH2:27][C:19]3=[N:20][N:21]=[C:22]([C:23]([F:26])([F:25])[F:24])[N:18]3[CH2:17][CH2:16]2)=[O:14])=[C:3]([F:9])[CH:4]=[C:5]([F:8])[C:6]=1[F:7].[ClH:29], predict the reactants needed to synthesize it. The reactants are: [CH:1]1[C:2]([CH2:10][C@@H:11]([NH2:28])[CH2:12][C:13]([N:15]2[CH2:27][C:19]3=[N:20][N:21]=[C:22]([C:23]([F:26])([F:25])[F:24])[N:18]3[CH2:17][CH2:16]2)=[O:14])=[C:3]([F:9])[CH:4]=[C:5]([F:8])[C:6]=1[F:7].[ClH:29]. (9) Given the product [CH2:58]1[C:57]2[C:52](=[CH:53][CH:54]=[CH:55][CH:56]=2)[CH2:51][CH:50]1[N:49]([CH2:46][C:45]1[CH:44]=[CH:43][C:48]([CH3:47])=[CH:2][CH:1]=1)[C:40]([C:34]1[C:33]2[CH:32]=[CH:31][N:30]([CH3:29])[C:38]=2[CH:37]=[CH:36][C:35]=1[CH3:39])=[O:42], predict the reactants needed to synthesize it. The reactants are: [CH3:1][CH2:2]N=C=NCCCN(C)C.C1C=CC2N(O)N=NC=2C=1.C(N(CC)CC)C.[CH3:29][N:30]1[C:38]2[CH:37]=[CH:36][C:35]([CH3:39])=[C:34]([C:40]([OH:42])=O)[C:33]=2[CH:32]=[CH:31]1.[C:43]1(C)[CH:48]=[CH:47][C:46]([NH:49][CH:50]2[CH2:58][C:57]3[C:52](=[CH:53][CH:54]=[CH:55][CH:56]=3)[CH2:51]2)=[CH:45][CH:44]=1.